From a dataset of Forward reaction prediction with 1.9M reactions from USPTO patents (1976-2016). Predict the product of the given reaction. (1) Given the reactants [F:1][C:2]1[C:11]2[C:6](=[CH:7][CH:8]=[CH:9][CH:10]=2)[C:5](B2OC(C)(C)C(C)(C)O2)=[CH:4][CH:3]=1.[Cl:21][C:22]1[CH:23]=[C:24]([CH2:28][N:29]2[CH:33]=[CH:32][N:31]=[C:30]2[CH3:34])[N:25]=[N:26][CH:27]=1, predict the reaction product. The product is: [ClH:21].[F:1][C:2]1[C:11]2[C:6](=[CH:7][CH:8]=[CH:9][CH:10]=2)[C:5]([C:22]2[CH:23]=[C:24]([CH2:28][N:29]3[CH:33]=[CH:32][N:31]=[C:30]3[CH3:34])[N:25]=[N:26][CH:27]=2)=[CH:4][CH:3]=1. (2) Given the reactants C(OC(=O)[NH:7][CH:8]([C:15](=[O:24])[NH:16][CH2:17][C:18]1[CH:23]=[CH:22][CH:21]=[CH:20][CH:19]=1)[C:9]1[CH:14]=[CH:13][CH:12]=[CH:11][CH:10]=1)(C)(C)C.[ClH:26].O1CCOCC1, predict the reaction product. The product is: [ClH:26].[NH2:7][CH:8]([C:9]1[CH:14]=[CH:13][CH:12]=[CH:11][CH:10]=1)[C:15]([NH:16][CH2:17][C:18]1[CH:23]=[CH:22][CH:21]=[CH:20][CH:19]=1)=[O:24]. (3) Given the reactants [NH2:1][C@@H:2]([CH:6]([CH3:8])[CH3:7])[C:3]([OH:5])=[O:4].[OH:9][CH2:10][CH2:11][N:12]1[C:17](=[O:18])[CH2:16][CH2:15][CH:14]([N:19]2[C:27](=[O:28])[C:26]3[C:21](=[CH:22][CH:23]=[CH:24][CH:25]=3)[C:20]2=[O:29])[C:13]1=[O:30].[CH2:31](I)[CH3:32], predict the reaction product. The product is: [CH2:10]([N:1]([CH2:31][CH3:32])[C@@H:2]([CH:6]([CH3:8])[CH3:7])[C:3]([OH:5])=[O:4])[CH3:11].[OH:9][CH2:10][CH2:11][N:12]1[C:17](=[O:18])[CH2:16][CH2:15][CH:14]([N:19]2[C:20](=[O:29])[C:21]3[C:26](=[CH:25][CH:24]=[CH:23][CH:22]=3)[C:27]2=[O:28])[C:13]1=[O:30]. (4) Given the reactants C1(P(C2C=CC=CC=2)C2C=CC=CC=2)C=CC=CC=1.C(N(CC)CC)C.I[C:28]1[N:29]=[C:30]([CH3:33])[NH:31][CH:32]=1.C[Si]([C:38]#[C:39][C:40]1[CH:45]=[CH:44][N:43]=[C:42]([C:46]#[N:47])[CH:41]=1)(C)C.[F-].C([N+](CCCC)(CCCC)CCCC)CCC, predict the reaction product. The product is: [CH3:33][C:30]1[NH:31][CH:32]=[C:28]([C:38]#[C:39][C:40]2[CH:45]=[CH:44][N:43]=[C:42]([C:46]#[N:47])[CH:41]=2)[N:29]=1.